Dataset: Forward reaction prediction with 1.9M reactions from USPTO patents (1976-2016). Task: Predict the product of the given reaction. (1) Given the reactants [CH3:1][O:2][C:3]1[CH:8]=[C:7]([O:9][C:10]([F:13])([F:12])[F:11])[CH:6]=[CH:5][C:4]=1[C:14]1[N:15]=[C:16]2[C:23]([OH:24])=[N:22][NH:21][C:17]2=[N:18][C:19]=1[CH3:20].C([O-])([O-])=O.[K+].[K+].Br[CH:32]([CH2:35][CH3:36])[CH2:33][CH3:34], predict the reaction product. The product is: [CH2:33]([CH:32]([N:21]1[C:17]2=[N:18][C:19]([CH3:20])=[C:14]([C:4]3[CH:5]=[CH:6][C:7]([O:9][C:10]([F:12])([F:13])[F:11])=[CH:8][C:3]=3[O:2][CH3:1])[N:15]=[C:16]2[C:23]([OH:24])=[N:22]1)[CH2:35][CH3:36])[CH3:34].[CH2:33]([CH:32]([O:24][C:23]1[C:16]2[C:17](=[N:18][C:19]([CH3:20])=[C:14]([C:4]3[CH:5]=[CH:6][C:7]([O:9][C:10]([F:12])([F:13])[F:11])=[CH:8][C:3]=3[O:2][CH3:1])[N:15]=2)[NH:21][N:22]=1)[CH2:35][CH3:36])[CH3:34]. (2) Given the reactants Cl.Cl.[NH2:3][C:4]1[CH:9]=[CH:8][C:7]([C:10]2[CH:15]=[CH:14][C:13]([NH:16][C:17]([C@@H:19]3[CH:24]4[CH2:25][CH2:26][N:21]([CH2:22][CH2:23]4)[CH2:20]3)=[O:18])=[CH:12][CH:11]=2)=[CH:6][CH:5]=1.[C:27]1([CH2:33][S:34](Cl)(=[O:36])=[O:35])[CH:32]=[CH:31][CH:30]=[CH:29][CH:28]=1, predict the reaction product. The product is: [CH2:33]([S:34]([NH:3][C:4]1[CH:9]=[CH:8][C:7]([C:10]2[CH:11]=[CH:12][C:13]([NH:16][C:17]([C@@H:19]3[CH:24]4[CH2:23][CH2:22][N:21]([CH2:26][CH2:25]4)[CH2:20]3)=[O:18])=[CH:14][CH:15]=2)=[CH:6][CH:5]=1)(=[O:36])=[O:35])[C:27]1[CH:32]=[CH:31][CH:30]=[CH:29][CH:28]=1. (3) Given the reactants [NH2:1][C:2]1[CH:10]=[C:9]([Cl:11])[CH:8]=[CH:7][C:3]=1[C:4]([OH:6])=O.[C:12](Cl)(=O)[CH2:13][CH3:14].[CH2:17]([O:19][C:20]1[CH:26]=[CH:25][CH:24]=[CH:23][C:21]=1[NH2:22])[CH3:18], predict the reaction product. The product is: [CH2:13]([C:14]1[N:22]([C:21]2[CH:23]=[CH:24][CH:25]=[CH:26][C:20]=2[O:19][CH2:17][CH3:18])[C:4](=[O:6])[C:3]2[C:2](=[CH:10][C:9]([Cl:11])=[CH:8][CH:7]=2)[N:1]=1)[CH3:12].